The task is: Predict the product of the given reaction.. This data is from Forward reaction prediction with 1.9M reactions from USPTO patents (1976-2016). (1) Given the reactants [Br:1][C:2]1[CH:25]=[CH:24][C:5]([C:6]([N:8]([C@@H:10]2[CH2:15][CH2:14][NH:13][CH2:12][C@H:11]2[C:16]2[CH:21]=[CH:20][C:19]([Cl:22])=[C:18]([Cl:23])[CH:17]=2)[CH3:9])=[O:7])=[CH:4][CH:3]=1.C(N(CC)CC)C.[OH:33][CH2:34][C:35]([N:37]1[CH2:42][CH2:41][CH:40]([C:43](O)=[O:44])[CH2:39][CH2:38]1)=[O:36].CCOC(OC(OCC)=O)=O, predict the reaction product. The product is: [OH2:7].[Br:1][C:2]1[CH:3]=[CH:4][C:5]([C:6]([N:8]([C@@H:10]2[CH2:15][CH2:14][N:13]([C:43]([CH:40]3[CH2:41][CH2:42][N:37]([C:35](=[O:36])[CH2:34][OH:33])[CH2:38][CH2:39]3)=[O:44])[CH2:12][C@H:11]2[C:16]2[CH:21]=[CH:20][C:19]([Cl:22])=[C:18]([Cl:23])[CH:17]=2)[CH3:9])=[O:7])=[CH:24][CH:25]=1. (2) Given the reactants [C:1]([C:5]1[N:9]([CH2:10][C@H:11]2[CH2:16][CH2:15][CH2:14][CH2:13][N:12]2[CH3:17])[C:8]2[CH:18]=[CH:19][C:20]([NH:22][C:23](=O)OC)=[CH:21][C:7]=2[N:6]=1)([CH3:4])([CH3:3])[CH3:2].Cl.CCOCC.[H-].[H-].[H-].[H-].[Li+].[Al+3].[C:39]([NH:42][C:43]1[CH:48]=[CH:47][C:46]([S:49](Cl)(=[O:51])=[O:50])=[CH:45][CH:44]=1)(=[O:41])[CH3:40], predict the reaction product. The product is: [C:1]([C:5]1[N:9]([CH2:10][C@H:11]2[CH2:16][CH2:15][CH2:14][CH2:13][N:12]2[CH3:17])[C:8]2[CH:18]=[CH:19][C:20]([N:22]([CH3:23])[S:49]([C:46]3[CH:45]=[CH:44][C:43]([NH:42][C:39](=[O:41])[CH3:40])=[CH:48][CH:47]=3)(=[O:51])=[O:50])=[CH:21][C:7]=2[N:6]=1)([CH3:4])([CH3:3])[CH3:2]. (3) The product is: [Cl:1][C:2]1[CH:3]=[C:4]([N:8]([CH2:9][C:10]2[C:19]3[C:14](=[C:15]([F:20])[CH:16]=[CH:17][CH:18]=3)[NH:13][C:12](=[O:21])[CH:11]=2)[C:27](=[O:28])[C:26]2[CH:30]=[CH:31][CH:32]=[C:24]([C:22]#[N:23])[CH:25]=2)[CH:5]=[CH:6][CH:7]=1. Given the reactants [Cl:1][C:2]1[CH:3]=[C:4]([NH:8][CH2:9][C:10]2[C:19]3[C:14](=[C:15]([F:20])[CH:16]=[CH:17][CH:18]=3)[NH:13][C:12](=[O:21])[CH:11]=2)[CH:5]=[CH:6][CH:7]=1.[C:22]([C:24]1[CH:25]=[C:26]([CH:30]=[CH:31][CH:32]=1)[C:27](O)=[O:28])#[N:23], predict the reaction product. (4) Given the reactants [CH3:13][C:12]([O:11][C:9](O[C:9]([O:11][C:12]([CH3:15])([CH3:14])[CH3:13])=[O:10])=[O:10])([CH3:15])[CH3:14].Cl.Cl.Cl.[CH3:19][C@H:20]1[C:28]2[C:27]([N:29]3[C:42]4[C:37](=[C:38]([CH2:43][NH2:44])[CH:39]=[CH:40][CH:41]=4)[C:31]4([CH2:36][CH2:35][NH:34][CH2:33][CH2:32]4)[CH2:30]3)=[N:26][CH:25]=[N:24][C:23]=2[CH2:22][CH2:21]1.CCN(CC)CC, predict the reaction product. The product is: [NH2:44][CH2:43][C:38]1[CH:39]=[CH:40][CH:41]=[C:42]2[N:29]([C:27]3[C:28]4[C@H:20]([CH3:19])[CH2:21][CH2:22][C:23]=4[N:24]=[CH:25][N:26]=3)[CH2:30][C:31]3([CH2:36][CH2:35][N:34]([C:9]([O:11][C:12]([CH3:13])([CH3:14])[CH3:15])=[O:10])[CH2:33][CH2:32]3)[C:37]=12. (5) Given the reactants [I:1][C:2]1[CH:7]=[CH:6][C:5]([CH2:8][C:9]([O:11]CC)=[O:10])=[CH:4][C:3]=1[C:14]1[CH:19]=[CH:18][C:17]([C:20]([F:23])([F:22])[F:21])=[CH:16][CH:15]=1.I[CH2:25][CH:26]([CH3:28])[CH3:27].C([N-]C(C)C)(C)C.[Li+].C([Li])CCC, predict the reaction product. The product is: [I:1][C:2]1[CH:7]=[CH:6][C:5]([CH:8]([CH2:25][CH:26]([CH3:28])[CH3:27])[C:9]([OH:11])=[O:10])=[CH:4][C:3]=1[C:14]1[CH:15]=[CH:16][C:17]([C:20]([F:21])([F:22])[F:23])=[CH:18][CH:19]=1. (6) Given the reactants [CH:1]1([NH:7]C2CCCCC2)[CH2:6][CH2:5][CH2:4]CC1.C(O[C:22]([NH:24][CH2:25][CH:26]([NH:30][C:31]([O:33][C:34]([CH3:37])([CH3:36])[CH3:35])=[O:32])[C:27]([OH:29])=[O:28])=O)C1C=CC=CC=1.COC(=O)C[N:42]1C2C=CC=CC=2NC[C@H](NC(OC(C)(C)C)=O)C1=O, predict the reaction product. The product is: [C:34]([O:33][C:31]([NH:30][CH:26]([CH2:25][NH:24][C:22]1[C:4]([NH2:42])=[CH:5][CH:6]=[CH:1][N:7]=1)[C:27]([OH:29])=[O:28])=[O:32])([CH3:35])([CH3:36])[CH3:37]. (7) The product is: [NH:1]1[C:5]2[CH:6]=[C:7]([C:10]([OH:12])=[O:11])[CH:8]=[CH:9][C:4]=2[CH2:3][S:2]1(=[O:14])=[O:15]. Given the reactants [NH:1]1[C:5]2[CH:6]=[C:7]([C:10]([O:12]C)=[O:11])[CH:8]=[CH:9][C:4]=2[CH2:3][S:2]1(=[O:15])=[O:14].[OH-].[Na+], predict the reaction product. (8) Given the reactants [Cl:1][C:2]1[CH:7]=[CH:6][C:5]([C:8]#[CH:9])=[CH:4][CH:3]=1.[Cl:10][C:11]1[CH:18]=[CH:17][C:14]([CH2:15][SH:16])=[CH:13][CH:12]=1.[Na], predict the reaction product. The product is: [Cl:1][C:2]1[CH:7]=[CH:6][C:5](/[CH:8]=[CH:9]\[CH:15]([S:16][CH:8](/[CH:9]=[CH:8]\[C:5]2[CH:6]=[CH:7][C:2]([Cl:1])=[CH:3][CH:4]=2)[C:5]2[CH:6]=[CH:7][C:2]([Cl:1])=[CH:3][CH:4]=2)[C:14]2[CH:17]=[CH:18][C:11]([Cl:10])=[CH:12][CH:13]=2)=[CH:4][CH:3]=1.